From a dataset of Full USPTO retrosynthesis dataset with 1.9M reactions from patents (1976-2016). Predict the reactants needed to synthesize the given product. (1) Given the product [C:2]([O:4][C:7](=[O:14])[CH2:8][CH2:9][CH2:10][C:11]([OH:13])=[O:12])([CH3:5])([CH3:3])[CH3:1], predict the reactants needed to synthesize it. The reactants are: [CH3:1][C:2]([CH3:5])([O-:4])[CH3:3].[K+].[C:7]1(=[O:14])[O:13][C:11](=[O:12])[CH2:10][CH2:9][CH2:8]1. (2) The reactants are: Cl[CH2:2][C:3]1[CH:8]=[CH:7][C:6]([C:9]2([NH:12][C:13](=[O:15])[CH3:14])[CH2:11][CH2:10]2)=[CH:5][CH:4]=1.Cl.Cl.[N:18]1[CH:23]=[CH:22][CH:21]=[N:20][C:19]=1[N:24]1[CH2:29][CH2:28][NH:27][CH2:26][CH2:25]1. Given the product [N:18]1[CH:23]=[CH:22][CH:21]=[N:20][C:19]=1[N:24]1[CH2:29][CH2:28][N:27]([CH2:2][C:3]2[CH:8]=[CH:7][C:6]([C:9]3([NH:12][C:13](=[O:15])[CH3:14])[CH2:11][CH2:10]3)=[CH:5][CH:4]=2)[CH2:26][CH2:25]1, predict the reactants needed to synthesize it. (3) Given the product [Cl:1][C:2]1[C:11]2[C:6](=[CH:7][C:8]([F:13])=[CH:9][C:10]=2[F:12])[N:5]=[C:4]([N:25]2[CH2:30][CH2:29][O:28][CH2:27][CH2:26]2)[C:3]=1[CH3:24], predict the reactants needed to synthesize it. The reactants are: [Cl:1][C:2]1[C:11]2[C:6](=[CH:7][C:8]([F:13])=[CH:9][C:10]=2[F:12])[N:5]=[C:4](C2C=CC=CC=2S(C)(=O)=O)[C:3]=1[CH3:24].[NH:25]1[CH2:30][CH2:29][O:28][CH2:27][CH2:26]1. (4) Given the product [CH3:1][C:2]1[O:6][C:5]([C:7]2[CH:16]=[CH:15][C:14]3[C:9](=[CH:10][CH:11]=[CH:12][CH:13]=3)[CH:8]=2)=[N:4][C:3]=1[CH2:17][O:18][C:19]1[CH:20]=[CH:21][C:22]([CH2:23][O:24][C:28]2[N:29]=[CH:30][CH:31]=[CH:32][C:33]=2[C:34]#[N:35])=[CH:25][CH:26]=1, predict the reactants needed to synthesize it. The reactants are: [CH3:1][C:2]1[O:6][C:5]([C:7]2[CH:16]=[CH:15][C:14]3[C:9](=[CH:10][CH:11]=[CH:12][CH:13]=3)[CH:8]=2)=[N:4][C:3]=1[CH2:17][O:18][C:19]1[CH:26]=[CH:25][C:22]([CH2:23][OH:24])=[CH:21][CH:20]=1.Cl[C:28]1[C:33]([C:34]#[N:35])=[CH:32][CH:31]=[CH:30][N:29]=1.CN(C)C=O.[H-].[Na+]. (5) Given the product [CH:1]([CH:4]1[C:13]2[C:9](=[CH:10][NH:11][N:12]=2)[C:8]2[N:23]=[C:24]([NH:26][C:27]3[N:32]=[C:31]([CH3:33])[CH:30]=[CH:29][N:28]=3)[S:25][C:7]=2[CH2:6][O:5]1)([CH3:3])[CH3:2], predict the reactants needed to synthesize it. The reactants are: [CH:1]([CH:4]1[C:13]2[C:9](=[CH:10][N:11](CC3C=CC(OC)=CC=3)[N:12]=2)[C:8]2[N:23]=[C:24]([NH:26][C:27]3[N:32]=[C:31]([CH3:33])[CH:30]=[CH:29][N:28]=3)[S:25][C:7]=2[CH2:6][O:5]1)([CH3:3])[CH3:2]. (6) Given the product [F:17][C:18]1[CH:19]=[C:20]([CH2:24][CH2:25][N:26]2[C:10](=[O:12])[C:9]3[CH2:13][CH2:14][CH2:15][CH2:16][C:8]=3[N:7]=[C:6]2[C:2]2[O:1][CH:5]=[CH:4][CH:3]=2)[CH:21]=[CH:22][CH:23]=1, predict the reactants needed to synthesize it. The reactants are: [O:1]1[CH:5]=[CH:4][CH:3]=[C:2]1[C:6]1O[C:10](=[O:12])[C:9]2[CH2:13][CH2:14][CH2:15][CH2:16][C:8]=2[N:7]=1.[F:17][C:18]1[CH:19]=[C:20]([CH2:24][CH2:25][NH2:26])[CH:21]=[CH:22][CH:23]=1. (7) The reactants are: [CH3:1][C:2]([CH3:59])([CH2:10][C:11]([O:13][C@H:14]1[CH2:31][CH2:30][C@@:29]2([CH3:32])[C@@H:16]([CH2:17][CH2:18][C@:19]3([CH3:56])[C@@H:28]2[CH2:27][CH2:26][C@H:25]2[C@@:20]3([CH3:55])[CH2:21][CH2:22][C@@:23]3(/[CH:40]=[CH:41]/[C:42]([NH:44][C:45]4([C:48]5[CH:53]=[CH:52][CH:51]=[C:50]([Cl:54])[CH:49]=5)[CH2:47][CH2:46]4)=[O:43])[CH2:35][C:34](=[O:36])[C:33]([CH:37]([CH3:39])[CH3:38])=[C:24]32)[C:15]1([CH3:58])[CH3:57])=[O:12])[C:3]([O:5]C(C)(C)C)=[O:4].C(O)(C(F)(F)F)=O. Given the product [Cl:54][C:50]1[CH:49]=[C:48]([C:45]2([NH:44][C:42](=[O:43])/[CH:41]=[CH:40]/[C@:23]34[CH2:35][C:34](=[O:36])[C:33]([CH:37]([CH3:38])[CH3:39])=[C:24]3[C@@H:25]3[C@@:20]([CH3:55])([CH2:21][CH2:22]4)[C@@:19]4([CH3:56])[C@@H:28]([C@:29]5([CH3:32])[C@@H:16]([CH2:17][CH2:18]4)[C:15]([CH3:58])([CH3:57])[C@@H:14]([O:13][C:11](=[O:12])[CH2:10][C:2]([CH3:1])([CH3:59])[C:3]([OH:5])=[O:4])[CH2:31][CH2:30]5)[CH2:27][CH2:26]3)[CH2:47][CH2:46]2)[CH:53]=[CH:52][CH:51]=1, predict the reactants needed to synthesize it.